Dataset: Experimentally validated miRNA-target interactions with 360,000+ pairs, plus equal number of negative samples. Task: Binary Classification. Given a miRNA mature sequence and a target amino acid sequence, predict their likelihood of interaction. The miRNA is hsa-miR-4283 with sequence UGGGGCUCAGCGAGUUU. The protein sequence of the target gene is MMSEHDLADVVQIAVEDLSPDHPVVLENHVVTDEDEPALKRQRLEINCQDPSIKTICLRLDSIEAKLQALEATCKSLEEKLDLVTNKQHSPIQVPMVAGSPLGATQTCNKVRCVVPQTTVILNNDRQNAIVAKMEDPLSNRAPDSLENVISNAVPGRRQNTIVVKVPGQEDSHHEDGESGSEASDSVSSCGQAGSQSIGSNVTLITLNSEEDYPNGTWLGDENNPEMRVRCAIIPSDMLHISTNCRTAEKMALTLLDYLFHREVQAVSNLSGQGKHGKKQLDPLTIYGIRCHLFYKFGIT.... Result: 1 (interaction).